Dataset: Peptide-MHC class I binding affinity with 185,985 pairs from IEDB/IMGT. Task: Regression. Given a peptide amino acid sequence and an MHC pseudo amino acid sequence, predict their binding affinity value. This is MHC class I binding data. (1) The peptide sequence is VPRVHNQPQ. The MHC is HLA-A11:01 with pseudo-sequence HLA-A11:01. The binding affinity (normalized) is 0.0847. (2) The binding affinity (normalized) is 0.560. The MHC is H-2-Db with pseudo-sequence H-2-Db. The peptide sequence is LANLNIHTI. (3) The binding affinity (normalized) is 0.0847. The MHC is HLA-B15:17 with pseudo-sequence HLA-B15:17. The peptide sequence is FPLTQRDVL. (4) The peptide sequence is RIYKRSLKL. The MHC is BoLA-AW10 with pseudo-sequence BoLA-AW10. The binding affinity (normalized) is 0.0641. (5) The peptide sequence is GTIVIRVQY. The MHC is HLA-A01:01 with pseudo-sequence HLA-A01:01. The binding affinity (normalized) is 0.164. (6) The peptide sequence is ILYQVPFSV. The binding affinity (normalized) is 0.853. The MHC is HLA-A02:01 with pseudo-sequence HLA-A02:01. (7) The peptide sequence is AFDAPTLYVK. The MHC is HLA-A31:01 with pseudo-sequence HLA-A31:01. The binding affinity (normalized) is 0.237.